The task is: Binary Classification. Given a drug SMILES string, predict its activity (active/inactive) in a high-throughput screening assay against a specified biological target.. This data is from HIV replication inhibition screening data with 41,000+ compounds from the AIDS Antiviral Screen. The drug is COc1cccc(Oc2c(O)c3ccc(OC)cc3oc2=O)c1. The result is 0 (inactive).